Dataset: Peptide-MHC class II binding affinity with 134,281 pairs from IEDB. Task: Regression. Given a peptide amino acid sequence and an MHC pseudo amino acid sequence, predict their binding affinity value. This is MHC class II binding data. (1) The peptide sequence is FETNVSHNVQGATVA. The MHC is HLA-DPA10103-DPB10301 with pseudo-sequence HLA-DPA10103-DPB10301. The binding affinity (normalized) is 0. (2) The peptide sequence is LPIGTRSVETDKGPL. The MHC is HLA-DQA10201-DQB10301 with pseudo-sequence HLA-DQA10201-DQB10301. The binding affinity (normalized) is 0.408. (3) The peptide sequence is LGNVLINESFGVEPV. The MHC is DRB1_1101 with pseudo-sequence DRB1_1101. The binding affinity (normalized) is 0.239.